From a dataset of Forward reaction prediction with 1.9M reactions from USPTO patents (1976-2016). Predict the product of the given reaction. (1) Given the reactants [F:1][C:2]1[C:3]([OH:12])=[N:4][CH:5]=[CH:6][C:7]=1[C:8]([F:11])([F:10])[F:9].C([O-])([O-])=O.[K+].[K+].Cl[CH2:20][C:21]1[N:22]([CH3:27])[C:23](=[O:26])[NH:24][N:25]=1, predict the reaction product. The product is: [F:1][C:2]1[C:3](=[O:12])[N:4]([CH2:20][C:21]2[N:22]([CH3:27])[C:23](=[O:26])[NH:24][N:25]=2)[CH:5]=[CH:6][C:7]=1[C:8]([F:11])([F:9])[F:10]. (2) Given the reactants [F:1][C:2]1[CH:7]=[CH:6][C:5]([S:8]([NH:11][C:12]2[C:13]([O:27][CH3:28])=[N:14][CH:15]=[C:16](B3OC(C)(C)C(C)(C)O3)[CH:17]=2)(=[O:10])=[O:9])=[CH:4][CH:3]=1.Br[C:30]1[CH:31]=[CH:32][C:33]2[N:34]([C:36]([C:39]#[C:40][CH:41]([OH:43])[CH3:42])=[CH:37][N:38]=2)[N:35]=1.C(Cl)Cl.C([O-])([O-])=O.[Na+].[Na+], predict the reaction product. The product is: [F:1][C:2]1[CH:3]=[CH:4][C:5]([S:8]([NH:11][C:12]2[C:13]([O:27][CH3:28])=[N:14][CH:15]=[C:16]([C:30]3[CH:31]=[CH:32][C:33]4[N:34]([C:36]([C:39]#[C:40][CH:41]([OH:43])[CH3:42])=[CH:37][N:38]=4)[N:35]=3)[CH:17]=2)(=[O:9])=[O:10])=[CH:6][CH:7]=1.